The task is: Predict the product of the given reaction.. This data is from Forward reaction prediction with 1.9M reactions from USPTO patents (1976-2016). (1) The product is: [Cl:1][C:2]1[NH:3][C:4]2=[C:14]3[C:15](=[C:12]4[CH:11]=[C:10]([F:13])[CH:9]=[CH:8][C:7]4=[C:5]2[N:6]=1)[C:16](=[O:20])[NH:17][CH:18]=[CH:19]3. Given the reactants [Cl:1][C:2]1[NH:3][C:4]([C:14]2[CH:19]=[CH:18][NH:17][C:16](=[O:20])[CH:15]=2)=[C:5]([C:7]2[CH:12]=[CH:11][C:10]([F:13])=[CH:9][CH:8]=2)[N:6]=1, predict the reaction product. (2) Given the reactants [CH2:1]([O:8][CH:9]([CH2:30][CH2:31][CH2:32][Cl:33])[C:10]([NH:12][NH:13][C:14](=O)[C:15]1[CH:20]=[CH:19][C:18]([C:21]2[O:25][C:24]([CH3:26])=[N:23][CH:22]=2)=[C:17]([O:27][CH3:28])[CH:16]=1)=[O:11])[C:2]1[CH:7]=[CH:6][CH:5]=[CH:4][CH:3]=1.C(Cl)(Cl)(Cl)Cl.C1(P(C2C=CC=CC=2)C2C=CC=CC=2)C=CC=CC=1, predict the reaction product. The product is: [CH2:1]([O:8][CH:9]([C:10]1[O:11][C:14]([C:15]2[CH:20]=[CH:19][C:18]([C:21]3[O:25][C:24]([CH3:26])=[N:23][CH:22]=3)=[C:17]([O:27][CH3:28])[CH:16]=2)=[N:13][N:12]=1)[CH2:30][CH2:31][CH2:32][Cl:33])[C:2]1[CH:3]=[CH:4][CH:5]=[CH:6][CH:7]=1. (3) Given the reactants FC(F)(F)C(O)=O.[Cl:8][C:9]1[CH:14]=[CH:13][C:12]([C:15]([NH:17][CH2:18][C:19]([O:21]C(C)(C)C)=[O:20])=[O:16])=[C:11]([NH:26][C:27]([NH:29][C:30]2[C:35]([CH3:36])=[CH:34][CH:33]=[CH:32][C:31]=2[CH3:37])=[O:28])[CH:10]=1, predict the reaction product. The product is: [Cl:8][C:9]1[CH:14]=[CH:13][C:12]([C:15]([NH:17][CH2:18][C:19]([OH:21])=[O:20])=[O:16])=[C:11]([NH:26][C:27]([NH:29][C:30]2[C:35]([CH3:36])=[CH:34][CH:33]=[CH:32][C:31]=2[CH3:37])=[O:28])[CH:10]=1. (4) Given the reactants C[O:2][C:3](=[O:29])[C:4]([C:7]1[CH:12]=[CH:11][C:10]([NH:13][C:14]([C:16]2[NH:17][CH:18]=[C:19]([C:21]#[N:22])[N:20]=2)=[O:15])=[C:9]([C:23]2[CH2:28][CH2:27][CH2:26][CH2:25][CH:24]=2)[CH:8]=1)([CH3:6])[CH3:5].[OH-].[Na+].O, predict the reaction product. The product is: [C:21]([C:19]1[N:20]=[C:16]([C:14]([NH:13][C:10]2[CH:11]=[CH:12][C:7]([C:4]([CH3:6])([CH3:5])[C:3]([OH:29])=[O:2])=[CH:8][C:9]=2[C:23]2[CH2:28][CH2:27][CH2:26][CH2:25][CH:24]=2)=[O:15])[NH:17][CH:18]=1)#[N:22]. (5) Given the reactants [OH:1][NH:2][C:3]([C:5]1[C:10]([N+:11]([O-:13])=[O:12])=[CH:9][CH:8]=[CH:7][N:6]=1)=[NH:4].[OH:14][C:15]1[CH:23]=[CH:22][C:21]([OH:24])=[CH:20][C:16]=1[C:17](O)=O, predict the reaction product. The product is: [N+:11]([C:10]1[C:5]([C:3]2[N:4]=[C:17]([C:16]3[CH:20]=[C:21]([OH:24])[CH:22]=[CH:23][C:15]=3[OH:14])[O:1][N:2]=2)=[N:6][CH:7]=[CH:8][CH:9]=1)([O-:13])=[O:12]. (6) The product is: [C:1]([N:5]1[C@H:9]([CH2:10][F:30])[C@@H:8]([C:12]2[CH:17]=[CH:16][C:15]([S:18]([CH3:21])(=[O:20])=[O:19])=[CH:14][CH:13]=2)[O:7][C:6]1([CH3:23])[CH3:22])(=[O:4])[CH2:2][CH3:3]. Given the reactants [C:1]([N:5]1[C@H:9]([CH2:10]O)[C@@H:8]([C:12]2[CH:17]=[CH:16][C:15]([S:18]([CH3:21])(=[O:20])=[O:19])=[CH:14][CH:13]=2)[O:7][C:6]1([CH3:23])[CH3:22])(=[O:4])[CH2:2][CH3:3].C(N(CC)C(F)(F)C(F)C(F)(F)[F:30])C, predict the reaction product. (7) Given the reactants Cl[C:2]1[N:3]=[C:4]([N:24]2[CH2:29][CH2:28][O:27][CH2:26][CH2:25]2)[C:5]2[S:10][C:9]([CH2:11][N:12]3[CH2:17][CH2:16][N:15]([S:18]([CH:21]([CH3:23])[CH3:22])(=[O:20])=[O:19])[CH2:14][CH2:13]3)=[CH:8][C:6]=2[N:7]=1.[NH2:30][C:31]1[N:36]=[CH:35][C:34](B2OC(C)(C)C(C)(C)O2)=[CH:33][N:32]=1, predict the reaction product. The product is: [O:27]1[CH2:28][CH2:29][N:24]([C:4]2[C:5]3[S:10][C:9]([CH2:11][N:12]4[CH2:17][CH2:16][N:15]([S:18]([CH:21]([CH3:23])[CH3:22])(=[O:20])=[O:19])[CH2:14][CH2:13]4)=[CH:8][C:6]=3[N:7]=[C:2]([C:34]3[CH:33]=[N:32][C:31]([NH2:30])=[N:36][CH:35]=3)[N:3]=2)[CH2:25][CH2:26]1. (8) Given the reactants [CH:1]1([C:4]2[N:8]([CH:9]3[CH2:11][CH2:10]3)[C:7]([C:12]([CH3:19])([C:14]3[S:15][CH:16]=[CH:17][CH:18]=3)[CH3:13])=[N:6][N:5]=2)[CH2:3][CH2:2]1.[Cl:20]N1C(=O)CCC1=O, predict the reaction product. The product is: [Cl:20][C:16]1[S:15][C:14]([C:12]([C:7]2[N:8]([CH:9]3[CH2:10][CH2:11]3)[C:4]([CH:1]3[CH2:3][CH2:2]3)=[N:5][N:6]=2)([CH3:19])[CH3:13])=[CH:18][CH:17]=1. (9) Given the reactants [F:1][C:2]1[C:3]([N+:9]([O-:11])=[O:10])=[C:4]([CH:6]=[CH:7][CH:8]=1)[NH2:5].[H-].[Na+].[C:14](O[C:14]([O:16][C:17]([CH3:20])([CH3:19])[CH3:18])=[O:15])([O:16][C:17]([CH3:20])([CH3:19])[CH3:18])=[O:15].O, predict the reaction product. The product is: [C:17]([O:16][C:14]([NH:5][C:4]1[CH:6]=[CH:7][CH:8]=[C:2]([F:1])[C:3]=1[N+:9]([O-:11])=[O:10])=[O:15])([CH3:20])([CH3:19])[CH3:18]. (10) Given the reactants C([N:4]1[C:12]2[C:7](=[CH:8][CH:9]=[CH:10][CH:11]=2)[C:6](=[C:13](OCC)[C:14]2[CH:19]=[CH:18][CH:17]=[CH:16][CH:15]=2)[C:5]1=[O:23])(=O)C.[CH3:24][N:25]([CH3:36])[S:26]([C:29]1[CH:34]=[CH:33][C:32]([NH2:35])=[CH:31][CH:30]=1)(=[O:28])=[O:27], predict the reaction product. The product is: [CH3:24][N:25]([CH3:36])[S:26]([C:29]1[CH:34]=[CH:33][C:32]([NH:35]/[C:13](=[C:6]2\[C:5](=[O:23])[NH:4][C:12]3[C:7]\2=[CH:8][CH:9]=[CH:10][CH:11]=3)/[C:14]2[CH:15]=[CH:16][CH:17]=[CH:18][CH:19]=2)=[CH:31][CH:30]=1)(=[O:27])=[O:28].